From a dataset of CYP3A4 inhibition data for predicting drug metabolism from PubChem BioAssay. Regression/Classification. Given a drug SMILES string, predict its absorption, distribution, metabolism, or excretion properties. Task type varies by dataset: regression for continuous measurements (e.g., permeability, clearance, half-life) or binary classification for categorical outcomes (e.g., BBB penetration, CYP inhibition). Dataset: cyp3a4_veith. The compound is CCC(CC)C(=O)Nc1cccc(/C(C)=N/NC(=O)c2c(Br)cnn2C)c1. The result is 1 (inhibitor).